Predict the reactants needed to synthesize the given product. From a dataset of Full USPTO retrosynthesis dataset with 1.9M reactions from patents (1976-2016). (1) Given the product [CH2:1]([O:3][C:4](=[O:20])[NH:5][C:6]([C:8]1[C:9](=[O:19])[O:10][C:11]2[C:16]([CH:17]=1)=[CH:15][C:14]([C:23]1[CH:24]=[CH:25][O:21][CH:22]=1)=[CH:13][CH:12]=2)=[O:7])[CH3:2], predict the reactants needed to synthesize it. The reactants are: [CH2:1]([O:3][C:4](=[O:20])[NH:5][C:6]([C:8]1[C:9](=[O:19])[O:10][C:11]2[C:16]([CH:17]=1)=[CH:15][C:14](Br)=[CH:13][CH:12]=2)=[O:7])[CH3:2].[O:21]1[CH:25]=[CH:24][C:23](B(O)O)=[CH:22]1. (2) Given the product [Cl:16][C:17]1[CH:18]=[CH:19][C:20]([F:24])=[C:21]([NH:22][C:2]2[N:7]3[N:8]=[CH:9][CH:10]=[C:6]3[N:5]=[CH:4][C:3]=2[C:11]([O:13][CH2:14][CH3:15])=[O:12])[CH:23]=1, predict the reactants needed to synthesize it. The reactants are: O[C:2]1[N:7]2[N:8]=[CH:9][CH:10]=[C:6]2[N:5]=[CH:4][C:3]=1[C:11]([O:13][CH2:14][CH3:15])=[O:12].[Cl:16][C:17]1[CH:18]=[CH:19][C:20]([F:24])=[C:21]([CH:23]=1)[NH2:22]. (3) Given the product [C:1]([O:5][C:6](=[O:28])[N:7]([CH2:11][CH2:12][NH2:13])[CH2:8][CH2:9][F:10])([CH3:4])([CH3:2])[CH3:3], predict the reactants needed to synthesize it. The reactants are: [C:1]([O:5][C:6](=[O:28])[N:7]([CH2:11][CH2:12][N:13](CC1C=CC=CC=1)CC1C=CC=CC=1)[CH2:8][CH2:9][F:10])([CH3:4])([CH3:3])[CH3:2]. (4) Given the product [Br:1][C:2]1[CH:7]=[CH:6][C:5]([C:8]2[O:9][C:10]([CH3:16])=[C:11]([CH2:13][C:14]([OH:28])=[O:22])[N:12]=2)=[CH:4][CH:3]=1, predict the reactants needed to synthesize it. The reactants are: [Br:1][C:2]1[CH:7]=[CH:6][C:5]([C:8]2[O:9][C:10]([CH3:16])=[C:11]([CH2:13][C:14]#N)[N:12]=2)=[CH:4][CH:3]=1.COCCO.[OH-:22].[K+].C(Cl)(Cl)Cl.[OH2:28]. (5) Given the product [C:24]([C:23]1[CH:26]=[CH:27][CH:28]=[CH:29][C:22]=1[C:19]1[N:20]=[CH:21][C:16]([CH2:15][CH:5]([C:4](=[O:3])[CH2:11][CH2:12][CH3:13])[C:6]([O:8][CH2:9][CH3:10])=[O:7])=[CH:17][CH:18]=1)#[N:25], predict the reactants needed to synthesize it. The reactants are: [H-].[Na+].[O:3]=[C:4]([CH2:11][CH2:12][CH3:13])[CH2:5][C:6]([O:8][CH2:9][CH3:10])=[O:7].Cl[CH2:15][C:16]1[CH:17]=[CH:18][C:19]([C:22]2[CH:29]=[CH:28][CH:27]=[CH:26][C:23]=2[C:24]#[N:25])=[N:20][CH:21]=1.Cl. (6) Given the product [CH3:22][O:23][C:24]1[CH:25]=[C:26]2[C:31](=[CH:32][C:33]=1[O:34][CH3:35])[C@H:30]([CH2:36][CH2:37][C:38]1[CH:43]=[C:42]([F:44])[C:41]([F:45])=[CH:40][C:39]=1[F:46])[N:29]([C@H:4]([C:5]1[CH:6]=[CH:7][CH:8]=[CH:9][CH:10]=1)[C:1]([NH2:2])=[O:3])[CH2:28][CH2:27]2, predict the reactants needed to synthesize it. The reactants are: [C:1]([CH:4](OS(C1C=CC(C)=CC=1)(=O)=O)[C:5]1[CH:10]=[CH:9][CH:8]=[CH:7][CH:6]=1)(=[O:3])[NH2:2].[CH3:22][O:23][C:24]1[CH:25]=[C:26]2[C:31](=[CH:32][C:33]=1[O:34][CH3:35])[C@H:30]([CH2:36][CH2:37][C:38]1[CH:43]=[C:42]([F:44])[C:41]([F:45])=[CH:40][C:39]=1[F:46])[NH:29][CH2:28][CH2:27]2. (7) Given the product [Cl:15][C:9]1[N:8]=[C:7]([N:6]([CH3:16])[S:3]([N:2]([CH3:17])[CH3:1])(=[O:5])=[O:4])[C:12]([Cl:13])=[C:11]([NH:25][C:22]2[CH:21]=[C:20]([O:19][CH3:18])[NH:24][N:23]=2)[N:10]=1, predict the reactants needed to synthesize it. The reactants are: [CH3:1][N:2]([CH3:17])[S:3]([N:6]([CH3:16])[C:7]1[C:12]([Cl:13])=[C:11](Cl)[N:10]=[C:9]([Cl:15])[N:8]=1)(=[O:5])=[O:4].[CH3:18][O:19][C:20]1[NH:24][N:23]=[C:22]([NH2:25])[CH:21]=1.CCN(C(C)C)C(C)C.